The task is: Predict the reaction yield, written as a fraction of the theoretical maximum amount of product (1.0 means a 100% yield; for example, 0.34 means a 34% yield).. This data is from Reaction yield outcomes from USPTO patents with 853,638 reactions. The reactants are [Cl:1][C:2]1[CH:7]=[CH:6][CH:5]=[C:4]([N+:8]([O-:10])=[O:9])[C:3]=1Cl.[C:12]([O:16][C:17]([N:19]1[CH2:24][CH2:23][NH:22][CH2:21][CH2:20]1)=[O:18])([CH3:15])([CH3:14])[CH3:13].C([O-])([O-])=O.[K+].[K+]. The catalyst is C(#N)C. The product is [C:12]([O:16][C:17]([N:19]1[CH2:24][CH2:23][N:22]([C:3]2[C:4]([N+:8]([O-:10])=[O:9])=[CH:5][CH:6]=[CH:7][C:2]=2[Cl:1])[CH2:21][CH2:20]1)=[O:18])([CH3:15])([CH3:13])[CH3:14]. The yield is 0.700.